Predict which catalyst facilitates the given reaction. From a dataset of Catalyst prediction with 721,799 reactions and 888 catalyst types from USPTO. (1) Reactant: [NH2:1][C:2]1[CH:18]=[CH:17][CH:16]=[CH:15][C:3]=1[CH2:4][NH:5][CH2:6][C:7]1[CH:12]=[CH:11][CH:10]=[CH:9][C:8]=1[O:13][CH3:14].[C:19](=S)=[S:20]. Product: [CH3:14][O:13][C:8]1[CH:9]=[CH:10][CH:11]=[CH:12][C:7]=1[CH2:6][N:5]1[CH2:4][C:3]2[C:2](=[CH:18][CH:17]=[CH:16][CH:15]=2)[NH:1][C:19]1=[S:20]. The catalyst class is: 8. (2) Reactant: [CH3:1][CH:2]([CH3:21])[CH2:3][NH:4][C:5]1[C:14]2[C:9](=[CH:10][N:11]=[CH:12][CH:13]=2)[N:8]2[N:15]=[N:16][N:17]=[C:7]2[C:6]=1[N+:18]([O-])=O.S.[Na]. Product: [CH3:1][CH:2]([CH3:21])[CH2:3][NH:4][C:5]1[C:14]2[C:9](=[CH:10][N:11]=[CH:12][CH:13]=2)[N:8]2[N:15]=[N:16][N:17]=[C:7]2[C:6]=1[NH2:18]. The catalyst class is: 86. (3) Reactant: [N+:1]([C:4]1[CH:5]=[N:6][CH:7]=[CH:8][C:9]=1[N:10]1[CH2:15][CH2:14][CH2:13][C@H:12]([NH:16][C:17](=[O:23])[O:18][C:19]([CH3:22])([CH3:21])[CH3:20])[CH2:11]1)([O-])=O.CC(O)=O.O. Product: [NH2:1][C:4]1[CH:5]=[N:6][CH:7]=[CH:8][C:9]=1[N:10]1[CH2:15][CH2:14][CH2:13][C@H:12]([NH:16][C:17](=[O:23])[O:18][C:19]([CH3:21])([CH3:20])[CH3:22])[CH2:11]1. The catalyst class is: 447. (4) Reactant: Br[C:2]1[CH:3]=[N:4][CH:5]=[C:6]([Br:15])[C:7]=1[CH2:8][CH2:9][C:10]([O:12]CC)=O.[Li]CCCC. Product: [Br:15][C:6]1[C:7]2[CH2:8][CH2:9][C:10](=[O:12])[C:2]=2[CH:3]=[N:4][CH:5]=1. The catalyst class is: 1. (5) Reactant: [NH2:1][C:2]1[CH:11]=[C:10]([CH:12]([C:24]2[CH:29]=[CH:28][CH:27]=[CH:26][CH:25]=2)[NH:13][C:14](=[O:23])[CH2:15][O:16][C:17]2[CH:22]=[CH:21][CH:20]=[CH:19][CH:18]=2)[C:9]([OH:30])=[C:8]2[C:3]=1[CH:4]=[CH:5][CH:6]=[N:7]2.CO[CH:33]1[CH2:37][CH:36]=[C:35](OC)O1. Product: [OH:30][C:9]1[C:10]([CH:12]([C:24]2[CH:29]=[CH:28][CH:27]=[CH:26][CH:25]=2)[NH:13][C:14](=[O:23])[CH2:15][O:16][C:17]2[CH:22]=[CH:21][CH:20]=[CH:19][CH:18]=2)=[CH:11][C:2]([N:1]2[CH:33]=[CH:37][CH:36]=[CH:35]2)=[C:3]2[C:8]=1[N:7]=[CH:6][CH:5]=[CH:4]2. The catalyst class is: 15.